This data is from Reaction yield outcomes from USPTO patents with 853,638 reactions. The task is: Predict the reaction yield, written as a fraction of the theoretical maximum amount of product (1.0 means a 100% yield; for example, 0.34 means a 34% yield). (1) The reactants are [F:1][C:2]1[CH:7]=[CH:6][C:5](/[CH:8]=[CH:9]/[C:10]([C:12]2[S:13][CH:14]=[CH:15][CH:16]=2)=O)=[CH:4][CH:3]=1.C1(C=CC(C2C=CC=CC=2)=O)C=CC=CC=1.[C:33]([CH2:35][C:36]([NH2:38])=[S:37])#[N:34]. No catalyst specified. The product is [F:1][C:2]1[CH:7]=[CH:6][C:5]([C:8]2[CH:9]=[C:10]([C:12]3[S:13][CH:14]=[CH:15][CH:16]=3)[NH:38][C:36](=[S:37])[C:35]=2[C:33]#[N:34])=[CH:4][CH:3]=1. The yield is 0.100. (2) The reactants are [CH3:1][C:2]1C2C(=O)OC(=O)[NH:7][C:6]=2[CH:5]=[CH:4][CH:3]=1.O=[C:15]([CH3:22])[CH2:16][C:17]([O:19][CH2:20][CH3:21])=[O:18].[OH-].[Na+].O=P(Cl)(Cl)[Cl:27].O1[CH2:35][CH2:34]OCC1. No catalyst specified. The product is [Cl:27][C:15]1[C:22]2[C:6](=[CH:5][CH:4]=[CH:3][C:2]=2[CH3:1])[N:7]=[C:34]([CH3:35])[C:16]=1[C:17]([O:19][CH2:20][CH3:21])=[O:18]. The yield is 0.260. (3) The reactants are Br[C:2]1[CH:11]=[C:10]([C:12]([O:14][CH3:15])=[O:13])[C:9]([N+:16]([O-:18])=[O:17])=[CH:8][C:3]=1[C:4]([O:6][CH3:7])=[O:5].[C:19](=O)([O-])[O-].[Cs+].[Cs+].CB1OB(C)OB(C)O1. The catalyst is C1(C)C=CC=CC=1.C1C=CC([P]([Pd]([P](C2C=CC=CC=2)(C2C=CC=CC=2)C2C=CC=CC=2)([P](C2C=CC=CC=2)(C2C=CC=CC=2)C2C=CC=CC=2)[P](C2C=CC=CC=2)(C2C=CC=CC=2)C2C=CC=CC=2)(C2C=CC=CC=2)C2C=CC=CC=2)=CC=1. The product is [CH3:19][C:11]1[CH:2]=[C:3]([C:4]([O:6][CH3:7])=[O:5])[CH:8]=[C:9]([N+:16]([O-:18])=[O:17])[C:10]=1[C:12]([O:14][CH3:15])=[O:13]. The yield is 0.600. (4) The reactants are [CH3:1][O:2][C:3]1[CH:8]=[CH:7][C:6]([C:9]2[CH:14]=[CH:13][CH:12]=[CH:11][C:10]=2[S:15]([CH3:18])(=[O:17])=[O:16])=[CH:5][C:4]=1[CH2:19][NH:20][C@H:21]1[CH2:26][CH2:25][N:24](C(OC(C)(C)C)=O)[CH2:23][C@H:22]1[C:34]1[CH:39]=[CH:38][CH:37]=[CH:36][CH:35]=1.[ClH:40].C(OCC)(=O)C. The catalyst is C(O)C. The product is [ClH:40].[ClH:40].[CH3:1][O:2][C:3]1[CH:8]=[CH:7][C:6]([C:9]2[CH:14]=[CH:13][CH:12]=[CH:11][C:10]=2[S:15]([CH3:18])(=[O:17])=[O:16])=[CH:5][C:4]=1[CH2:19][NH:20][C@H:21]1[CH2:26][CH2:25][NH:24][CH2:23][C@H:22]1[C:34]1[CH:39]=[CH:38][CH:37]=[CH:36][CH:35]=1. The yield is 0.840. (5) The reactants are Cl[CH2:2][C:3]1[N:4]([CH:8]([CH3:10])[CH3:9])[CH:5]=[CH:6][N:7]=1.[CH3:11][C:12]1[N:17]=[C:16]([SH:18])[N:15]=[C:14]([OH:19])[CH:13]=1. No catalyst specified. The product is [CH3:11][C:12]1[N:17]=[C:16]([S:18][CH2:2][C:3]2[N:4]([CH:8]([CH3:10])[CH3:9])[CH:5]=[CH:6][N:7]=2)[N:15]=[C:14]([OH:19])[CH:13]=1. The yield is 0.720. (6) The reactants are [Br:1][C:2]1[CH:7]=[CH:6][C:5]([N:8]=[C:9]=[O:10])=[CH:4][C:3]=1[C:11]([F:14])([F:13])[F:12].[CH3:15][NH:16][C:17]([C:19]1[CH:24]=[C:23]([O:25][C:26]2[CH:32]=[CH:31][C:29]([NH2:30])=[CH:28][CH:27]=2)[CH:22]=[CH:21][N:20]=1)=[O:18]. The catalyst is C(Cl)Cl. The product is [Br:1][C:2]1[CH:7]=[CH:6][C:5]([NH:8][C:9]([NH:30][C:29]2[CH:28]=[CH:27][C:26]([O:25][C:23]3[CH:22]=[CH:21][N:20]=[C:19]([C:17](=[O:18])[NH:16][CH3:15])[CH:24]=3)=[CH:32][CH:31]=2)=[O:10])=[CH:4][C:3]=1[C:11]([F:12])([F:13])[F:14]. The yield is 0.900.